Dataset: Peptide-MHC class I binding affinity with 185,985 pairs from IEDB/IMGT. Task: Regression. Given a peptide amino acid sequence and an MHC pseudo amino acid sequence, predict their binding affinity value. This is MHC class I binding data. The peptide sequence is RPRGAPTPT. The MHC is HLA-B07:02 with pseudo-sequence HLA-B07:02. The binding affinity (normalized) is 1.00.